This data is from Experimentally validated miRNA-target interactions with 360,000+ pairs, plus equal number of negative samples. The task is: Binary Classification. Given a miRNA mature sequence and a target amino acid sequence, predict their likelihood of interaction. (1) The miRNA is hsa-miR-4455 with sequence AGGGUGUGUGUGUUUUU. The protein sequence of the target gene is MLWIWAVLPLVLAGSQLRVHTQGTNSISESLKLRRRVRETDKNCSEGLYQGGPFCCQPCQPGKKKVEDCKMNGGTPTCAPCTEGKEYMDKNHYADKCRRCTLCDEEHGLEVETNCTLTQNTKCKCKPDFYCDSPGCEHCVRCASCEHGTLEPCTATSNTNCRKQSPRNRLWLLTILVLLIPLVFIYRKYRKRKCWKRRQDDPESRTSSRETIPMNASNLSLSKYIPRIAEDMTIQEAKKFARENNIKEGKIDEIMHDSIQDTAEQKVQLLLCWYQSHGKSDAYQDLIKGLKKAECRRTLD.... Result: 0 (no interaction). (2) The miRNA is hsa-miR-519c-3p with sequence AAAGUGCAUCUUUUUAGAGGAU. The protein sequence of the target gene is MNLAEICDNAKKGREYALLGNYDSSMVYYQGVMQQIQRHCQSVRDPAIKGKWQQVRQELLEEYEQVKSIVSTLESFKIDKPPDFPVSCQDEPFRDPAVWPPPVPAEHRAPPQIRRPNREVRPLRKEMAGVGARGPVGRAHPISKSEKPSTSRDKDYRARGRDDKGRKNMQDGASDGEMPKFDGAGYDKDLVEALERDIVSRNPSIHWDDIADLEEAKKLLREAVVLPMWMPDFFKGIRRPWKGVLMVGPPGTGKTMLAKAVATECGTTFFNVSSSTLTSKYRGESEKLVRLLFEMARFYA.... Result: 1 (interaction). (3) The miRNA is mmu-miR-340-5p with sequence UUAUAAAGCAAUGAGACUGAUU. The protein sequence of the target gene is MDAKVVAVLALVLAALCISDGKPVSLSYRCPCRFFESHIARANVKHLKILNTPNCALQIVARLKNNNRQVCIDPKLKWIQEYLEKALNKRLKM. Result: 1 (interaction). (4) The miRNA is hsa-miR-4646-3p with sequence AUUGUCCCUCUCCCUUCCCAG. The protein sequence of the target gene is MLALRLLNVVAPAYFLCISLVTFVLQLFLFLPSMREDPAAARLFSPALLHGALFLFLSANALGNYVLVIQNSPDDLGACQGASARKTPCPSPSTHFCRVCARVTLRHDHHCFFTGNCIGSRNMRNFVLFCLYTSLACLYSMVAGVAYISAVLSISFAHPLAFLTLLPTSISQFFSGAVLGSEMFVILMLYLWFAIGLACAGFCCHQLLLILRGQTRHQVRKGVAVRARPWRKNLQEVFGKRWLLGLLVPMFNVGSESSKQQDK. Result: 1 (interaction). (5) The miRNA is mmu-miR-30e-5p with sequence UGUAAACAUCCUUGACUGGAAG. The protein sequence of the target gene is MAPTLLQKLFNKRGGGAASAQARPPKEEPAFSWSCSEFGLSDIRLLVYQDCERRGRQVMFDSRAVQKMEEAAAQKAEDVPIKMSARCCQESSSSSGSSSSGSSSSHGFGGSLQHAKQQLPKYQYTRPASDVSMLGEMMFGSVAMSYKGSTLKIHYIRSPPQLMISKVFSATMGSFCGSTNNLQDSFEYINQDPQAGKLNTNQYNLGPFRTGSNLAHSTPVDMPSRGQNEDRDSGIARSASLSSLLITPFPSPSSSTSSSSSYQRRWLRSQTTSLENGIFPRRSTDETFSLAEETCSSNPA.... Result: 1 (interaction). (6) The miRNA is hsa-miR-5582-3p with sequence UAAAACUUUAAGUGUGCCUAGG. The protein sequence of the target gene is MLQQDSNDDTEDVSLFDAEEETTNRPRKAKIRHPVASFFHLFFRVSAIIVYLLCGLLSSSFITCMVTIILLLSCDFWAVKNVTGRLMVGLRWWNHIDEDGKSHWVFESRKESSQENKTVSEAESRIFWLGLIACPVLWVIFAFSALFSFRVKWLAVVIMGVVLQGANLYGYIRCKVRSRKHLTSMATSYFGKQFLRQNTGDDQTS. Result: 1 (interaction).